This data is from Full USPTO retrosynthesis dataset with 1.9M reactions from patents (1976-2016). The task is: Predict the reactants needed to synthesize the given product. (1) Given the product [CH3:2][O:3][C:4]([C@@H:5]1[CH2:6][C:7]2[CH:34]=[C:11]3[C:10]([O:15][C@@H:14]([C:16]4[CH:17]=[CH:18][C:19]([O:22][CH2:23][C:24]5[CH:29]=[CH:28][C:27]([Cl:30])=[C:26]([Cl:31])[CH:25]=5)=[CH:20][CH:21]=4)[C:13](=[O:32])[N:12]3[CH3:33])=[CH:9][C:8]=2[CH2:39][N:35]1[C:53]([O:55][C:56]([CH3:59])([CH3:58])[CH3:57])=[O:54])=[O:36], predict the reactants needed to synthesize it. The reactants are: Cl.[CH3:2][O:3][C:4](=[O:36])[C@@H:5]([NH2:35])[CH2:6][C:7]1[CH:8]=[CH:9][C:10]2[O:15][C@@H:14]([C:16]3[CH:21]=[CH:20][C:19]([O:22][CH2:23][C:24]4[CH:29]=[CH:28][C:27]([Cl:30])=[C:26]([Cl:31])[CH:25]=4)=[CH:18][CH:17]=3)[C:13](=[O:32])[N:12]([CH3:33])[C:11]=2[CH:34]=1.C=O.[C:39](O)(C(F)(F)F)=O.C(N(CC)CC)C.[C:53](O[C:53]([O:55][C:56]([CH3:59])([CH3:58])[CH3:57])=[O:54])([O:55][C:56]([CH3:59])([CH3:58])[CH3:57])=[O:54]. (2) Given the product [CH3:19][N:18]1[CH:20]=[CH:4][C:3]([C:6]([O:8][CH3:9])=[O:7])=[N:2]1, predict the reactants needed to synthesize it. The reactants are: N1C=[CH:4][C:3]([C:6]([OH:8])=[O:7])=[N:2]1.[C:9](=O)([O-])[O-].[K+].[K+].CI.C[N:18]([CH:20]=O)[CH3:19]. (3) Given the product [F:1][C:2]1[CH:7]=[CH:6][CH:5]=[CH:4][C:3]=1[N:8]1[C:12]([CH2:13][S:14][CH3:15])=[C:11]([C:16]([N:23]([CH2:19][CH:20]([CH3:22])[CH3:21])[C@@H:24]2[CH2:29][N:28]([C:30]([O:32][C:33]([CH3:36])([CH3:35])[CH3:34])=[O:31])[CH2:27][C@H:26]([C:37]([O:39][CH3:40])=[O:38])[CH2:25]2)=[O:18])[N:10]=[N:9]1, predict the reactants needed to synthesize it. The reactants are: [F:1][C:2]1[CH:7]=[CH:6][CH:5]=[CH:4][C:3]=1[N:8]1[C:12]([CH2:13][S:14][CH3:15])=[C:11]([C:16]([OH:18])=O)[N:10]=[N:9]1.[CH2:19]([NH:23][C@@H:24]1[CH2:29][N:28]([C:30]([O:32][C:33]([CH3:36])([CH3:35])[CH3:34])=[O:31])[CH2:27][C@H:26]([C:37]([O:39][CH3:40])=[O:38])[CH2:25]1)[CH:20]([CH3:22])[CH3:21].C(N(CC)C(C)C)(C)C.F[P-](F)(F)(F)(F)F.ClC(N(C)C)=[N+](C)C. (4) Given the product [CH2:1]([C@H:8]([NH:31][C:32](=[O:38])[O:33][C@H:34]1[CH2:36][CH2:39][O:41][CH2:35]1)[C@@H:9]([OH:30])[CH:10]([NH:18][S:19]([C:22]1[CH:27]=[CH:26][C:25]([O:28][CH3:29])=[CH:24][CH:23]=1)(=[O:21])=[O:20])[O:11][CH:12]1[CH2:17][CH2:16][CH2:15][CH2:14][CH2:13]1)[C:2]1[CH:7]=[CH:6][CH:5]=[CH:4][CH:3]=1, predict the reactants needed to synthesize it. The reactants are: [CH2:1]([C@H:8]([NH:31][C:32](=[O:38])[O:33][C:34](C)([CH3:36])[CH3:35])[C@@H:9]([OH:30])[CH:10]([NH:18][S:19]([C:22]1[CH:27]=[CH:26][C:25]([O:28][CH3:29])=[CH:24][CH:23]=1)(=[O:21])=[O:20])[O:11][CH:12]1[CH2:17][CH2:16][CH2:15][CH2:14][CH2:13]1)[C:2]1[CH:7]=[CH:6][CH:5]=[CH:4][CH:3]=1.[C:39](O)(=[O:41])C. (5) Given the product [CH3:17][NH:18][C:19](=[O:24])[C:20](=[CH:13][C:12]1[CH:15]=[CH:16][C:9]([O:8][CH2:1][C:2]2[CH:7]=[CH:6][CH:5]=[CH:4][CH:3]=2)=[CH:10][CH:11]=1)[C:21](=[O:22])[CH3:23], predict the reactants needed to synthesize it. The reactants are: [CH2:1]([O:8][C:9]1[CH:16]=[CH:15][C:12]([CH:13]=O)=[CH:11][CH:10]=1)[C:2]1[CH:7]=[CH:6][CH:5]=[CH:4][CH:3]=1.[CH3:17][NH:18][C:19](=[O:24])[CH2:20][C:21]([CH3:23])=[O:22]. (6) Given the product [F:1][CH:2]([F:28])[C:3]1[N:7]([C:8]2[CH:13]=[C:12]([N:14]3[CH2:19][CH2:18][O:17][CH2:16][CH2:15]3)[N:11]=[C:10]([NH:29][C@H:30]3[CH2:34][CH2:33][N:32]([C:35]([O:37][C:38]([CH3:41])([CH3:40])[CH3:39])=[O:36])[CH2:31]3)[N:9]=2)[C:6]2[CH:24]=[CH:25][CH:26]=[CH:27][C:5]=2[N:4]=1, predict the reactants needed to synthesize it. The reactants are: [F:1][CH:2]([F:28])[C:3]1[N:7]([C:8]2[CH:13]=[C:12]([N:14]3[CH2:19][CH2:18][O:17][CH2:16][CH2:15]3)[N:11]=[C:10](S(C)(=O)=O)[N:9]=2)[C:6]2[CH:24]=[CH:25][CH:26]=[CH:27][C:5]=2[N:4]=1.[NH2:29][C@H:30]1[CH2:34][CH2:33][N:32]([C:35]([O:37][C:38]([CH3:41])([CH3:40])[CH3:39])=[O:36])[CH2:31]1.C(=O)([O-])[O-].[K+].[K+].CN(C)C(=O)C. (7) Given the product [F:35][C:12]1[C:11]([CH2:10][N:8]([CH3:9])[C:6](=[O:7])[O:5][C:1]([CH3:2])([CH3:3])[CH3:4])=[CH:15][N:14]([S:16]([C:19]2[CH:27]=[CH:26][CH:25]=[C:21]([CH2:22][OH:23])[CH:20]=2)(=[O:17])=[O:18])[C:13]=1[C:28]1[C:29]([F:34])=[N:30][CH:31]=[CH:32][CH:33]=1, predict the reactants needed to synthesize it. The reactants are: [C:1]([O:5][C:6]([N:8]([CH2:10][C:11]1[C:12]([F:35])=[C:13]([C:28]2[C:29]([F:34])=[N:30][CH:31]=[CH:32][CH:33]=2)[N:14]([S:16]([C:19]2[CH:20]=[C:21]([CH:25]=[CH:26][CH:27]=2)[C:22](O)=[O:23])(=[O:18])=[O:17])[CH:15]=1)[CH3:9])=[O:7])([CH3:4])([CH3:3])[CH3:2].C1(C)C=CC=CC=1.